This data is from Forward reaction prediction with 1.9M reactions from USPTO patents (1976-2016). The task is: Predict the product of the given reaction. (1) Given the reactants [Br:1][C:2]1[CH:3]=[C:4]([C:9]2([C:17]3[CH:22]=[CH:21][CH:20]=[C:19]([O:23]C)[CH:18]=3)[NH:13][C:12](=[S:14])[N:11]([CH3:15])[C:10]2=[O:16])[CH:5]=[CH:6][C:7]=1[F:8].B(Br)(Br)Br, predict the reaction product. The product is: [Br:1][C:2]1[CH:3]=[C:4]([C:9]2([C:17]3[CH:22]=[CH:21][CH:20]=[C:19]([OH:23])[CH:18]=3)[NH:13][C:12](=[S:14])[N:11]([CH3:15])[C:10]2=[O:16])[CH:5]=[CH:6][C:7]=1[F:8]. (2) Given the reactants S(=O)(=O)(O)O.[Br:6][C:7]1[CH:21]=[CH:20][C:10]([O:11][CH2:12][C:13]2([C:17]([OH:19])=O)[CH2:16][CH2:15][CH2:14]2)=[CH:9][CH:8]=1, predict the reaction product. The product is: [Br:6][C:7]1[CH:8]=[C:9]2[C:10](=[CH:20][CH:21]=1)[O:11][CH2:12][C:13]1([CH2:14][CH2:15][CH2:16]1)[C:17]2=[O:19]. (3) Given the reactants C(=O)([O-])[O-].[K+].[K+].CC1(C)C(C)(C)OB([C:15]2[CH:20]=[CH:19][C:18]([N:21]3[CH:25]=[CH:24][CH:23]=[N:22]3)=[CH:17][CH:16]=2)O1.I[C:28]1[CH:33]=[CH:32][N:31]([CH2:34][CH2:35][C@@:36]([CH3:51])([S:47]([CH3:50])(=[O:49])=[O:48])[C:37]([NH:39][O:40][CH:41]2[CH2:46][CH2:45][CH2:44][CH2:43][O:42]2)=[O:38])[C:30](=[O:52])[CH:29]=1, predict the reaction product. The product is: [CH3:51][C@@:36]([S:47]([CH3:50])(=[O:48])=[O:49])([CH2:35][CH2:34][N:31]1[CH:32]=[CH:33][C:28]([C:15]2[CH:16]=[CH:17][C:18]([N:21]3[CH:25]=[CH:24][CH:23]=[N:22]3)=[CH:19][CH:20]=2)=[CH:29][C:30]1=[O:52])[C:37]([NH:39][O:40][CH:41]1[CH2:46][CH2:45][CH2:44][CH2:43][O:42]1)=[O:38]. (4) The product is: [F:52][C:49]1[CH:50]=[CH:51][C:46]([C:8]2([C:5]3[CH:4]=[CH:3][C:2]([F:1])=[CH:7][CH:6]=3)[C@H:12]([C:13]3[CH:14]=[CH:15][CH:16]=[CH:17][CH:18]=3)[N:11]([CH2:19][C:20]([NH2:22])=[O:21])[C:10](=[O:45])[NH:9]2)=[CH:47][CH:48]=1. Given the reactants [F:1][C:2]1[CH:7]=[CH:6][C:5]([C:8]2([C:46]3[CH:51]=[CH:50][C:49]([F:52])=[CH:48][CH:47]=3)[C@H:12]([C:13]3[CH:18]=[CH:17][CH:16]=[CH:15][CH:14]=3)[N:11]([CH2:19][C:20]([N:22](CC3C=CC(OC)=CC=3OC)CC3C=CC(OC)=CC=3OC)=[O:21])[C:10](=[O:45])[NH:9]2)=[CH:4][CH:3]=1.B(F)(F)F.CCOCC, predict the reaction product. (5) Given the reactants [F:1][C:2]([F:40])([F:39])[C:3]1[CH:38]=[CH:37][C:6]([CH2:7][N:8]2[CH2:36][CH2:35][C:11]3[NH:12][C:13]4[CH:14]=[CH:15][C:16]([C:19]([NH:21][CH:22]5[CH2:27][CH2:26][N:25](C(OC(C)(C)C)=O)[CH2:24][CH2:23]5)=[O:20])=[CH:17][C:18]=4[C:10]=3[CH2:9]2)=[CH:5][CH:4]=1.[ClH:41].O1CCOCC1, predict the reaction product. The product is: [ClH:41].[ClH:41].[F:40][C:2]([F:1])([F:39])[C:3]1[CH:38]=[CH:37][C:6]([CH2:7][N:8]2[CH2:36][CH2:35][C:11]3[NH:12][C:13]4[CH:14]=[CH:15][C:16]([C:19]([NH:21][CH:22]5[CH2:27][CH2:26][NH:25][CH2:24][CH2:23]5)=[O:20])=[CH:17][C:18]=4[C:10]=3[CH2:9]2)=[CH:5][CH:4]=1. (6) Given the reactants FC(F)(F)C(O)=O.[CH:8]1([CH:12]([OH:24])[C:13]2[CH:23]=[CH:22][C:16]([C:17]([O:19][CH2:20][CH3:21])=[O:18])=[CH:15][CH:14]=2)[CH2:11][CH2:10][CH2:9]1.CC(OI1(OC(C)=O)(OC(C)=O)OC(=O)C2C=CC=CC1=2)=O, predict the reaction product. The product is: [CH:8]1([C:12]([C:13]2[CH:14]=[CH:15][C:16]([C:17]([O:19][CH2:20][CH3:21])=[O:18])=[CH:22][CH:23]=2)=[O:24])[CH2:11][CH2:10][CH2:9]1. (7) Given the reactants [NH2:1][CH2:2][CH2:3][N:4]1[C:12]2[CH:11]=[CH:10][CH:9]=[CH:8][C:7]=2[C:6]2[CH2:13][CH2:14][N:15]([C:18]([O:20][C:21]([CH3:24])([CH3:23])[CH3:22])=[O:19])[CH2:16][CH2:17][C:5]1=2.C(N(C(C)C)CC)(C)C.[C:34](Cl)(=[O:41])[C:35]1[CH:40]=[CH:39][CH:38]=[CH:37][CH:36]=1.C(O)(=O)CC(CC(O)=O)(C(O)=O)O, predict the reaction product. The product is: [C:34]([NH:1][CH2:2][CH2:3][N:4]1[C:12]2[CH:11]=[CH:10][CH:9]=[CH:8][C:7]=2[C:6]2[CH2:13][CH2:14][N:15]([C:18]([O:20][C:21]([CH3:24])([CH3:23])[CH3:22])=[O:19])[CH2:16][CH2:17][C:5]1=2)(=[O:41])[C:35]1[CH:40]=[CH:39][CH:38]=[CH:37][CH:36]=1. (8) Given the reactants Br[C:2]1[S:6][C:5]([C:7]2[C:8]([CH3:22])=[N:9][N:10]3[C:15]([CH:16]([CH2:19][CH3:20])[CH2:17][CH3:18])=[CH:14][C:13]([CH3:21])=[N:12][C:11]=23)=[C:4]([Cl:23])[CH:3]=1.C([Mg]Cl)C.[CH2:28]([O:30][C:31](C#N)=[O:32])[CH3:29], predict the reaction product. The product is: [CH2:28]([O:30][C:31]([C:2]1[S:6][C:5]([C:7]2[C:8]([CH3:22])=[N:9][N:10]3[C:15]([CH:16]([CH2:19][CH3:20])[CH2:17][CH3:18])=[CH:14][C:13]([CH3:21])=[N:12][C:11]=23)=[C:4]([Cl:23])[CH:3]=1)=[O:32])[CH3:29].